Dataset: Experimentally validated miRNA-target interactions with 360,000+ pairs, plus equal number of negative samples. Task: Binary Classification. Given a miRNA mature sequence and a target amino acid sequence, predict their likelihood of interaction. Result: 0 (no interaction). The miRNA is hsa-miR-514a-5p with sequence UACUCUGGAGAGUGACAAUCAUG. The protein sequence of the target gene is MACAAVMIPGLLRCSVGAIRIEAASLRLTLSTLRHLTLTSIMKSKRKTDHMERTASVLRREIVSAAKVCGAASESPSVKSLRLLVADQDFSFKAGQWVDFFIPGVSVVGGFSICSSPRLLEQERVIELAVKYTNHPPALWVHNTCTLDCEVAVRVGGEFFFDPQPADASRNLVLIAGGVGINPLLSILRHAADLLREQANKRNGYEIGTIKLFYSAKNTSELLFKKNILDLVNEFPEKIACSLHVTKQTTQINAELKPYITEGRITEKEIRDHISKETLFYICGPPPMTDFFSKQLENNH....